From a dataset of Forward reaction prediction with 1.9M reactions from USPTO patents (1976-2016). Predict the product of the given reaction. Given the reactants C(Cl)(=O)C(Cl)=O.CS(C)=O.[CH:11]([N:24]1[CH2:29][CH2:28][N:27]([C:30]([C@@H:32]2[CH2:34][C@H:33]2[CH2:35][OH:36])=[O:31])[CH2:26][CH2:25]1)([C:18]1[CH:23]=[CH:22][CH:21]=[CH:20][CH:19]=1)[C:12]1[CH:17]=[CH:16][CH:15]=[CH:14][CH:13]=1.C(N(CC)CC)C, predict the reaction product. The product is: [CH:11]([N:24]1[CH2:25][CH2:26][N:27]([C:30]([C@@H:32]2[CH2:34][C@H:33]2[CH:35]=[O:36])=[O:31])[CH2:28][CH2:29]1)([C:12]1[CH:17]=[CH:16][CH:15]=[CH:14][CH:13]=1)[C:18]1[CH:19]=[CH:20][CH:21]=[CH:22][CH:23]=1.